Dataset: Forward reaction prediction with 1.9M reactions from USPTO patents (1976-2016). Task: Predict the product of the given reaction. Given the reactants [CH2:1]([O:3][C:4]([C:6]1[N:11]=[CH:10][C:9]2[N:12]=[C:13]([C:15]([CH3:18])([CH3:17])[CH3:16])[S:14][C:8]=2[C:7]=1[OH:19])=[O:5])[CH3:2].[Br:20]NC(=O)CCC(N)=O.C(OOC(=O)C1C=CC=CC=1)(=O)C1C=CC=CC=1, predict the reaction product. The product is: [CH2:1]([O:3][C:4]([C:6]1[N:11]=[C:10]([Br:20])[C:9]2[N:12]=[C:13]([C:15]([CH3:18])([CH3:17])[CH3:16])[S:14][C:8]=2[C:7]=1[OH:19])=[O:5])[CH3:2].